This data is from Forward reaction prediction with 1.9M reactions from USPTO patents (1976-2016). The task is: Predict the product of the given reaction. (1) Given the reactants [Cl:1][C:2]1[CH:3]=[CH:4][C:5]2[N:11]3[CH:12]=[CH:13][N:14]=[C:10]3[CH:9]([CH2:15][CH2:16][C:17]([N:19]3[CH2:24][CH2:23][CH:22]([CH2:25][CH2:26][C:27]([O:29]C)=[O:28])[CH2:21][CH2:20]3)=[O:18])[O:8][CH:7]([C:31]3[CH:36]=[CH:35][CH:34]=[C:33]([O:37][CH3:38])[C:32]=3[O:39][CH3:40])[C:6]=2[CH:41]=1.O.C(=O)([O-])[O-].[K+].[K+].Cl, predict the reaction product. The product is: [Cl:1][C:2]1[CH:3]=[CH:4][C:5]2[N:11]3[CH:12]=[CH:13][N:14]=[C:10]3[CH:9]([CH2:15][CH2:16][C:17]([N:19]3[CH2:24][CH2:23][CH:22]([CH2:25][CH2:26][C:27]([OH:29])=[O:28])[CH2:21][CH2:20]3)=[O:18])[O:8][CH:7]([C:31]3[CH:36]=[CH:35][CH:34]=[C:33]([O:37][CH3:38])[C:32]=3[O:39][CH3:40])[C:6]=2[CH:41]=1. (2) The product is: [Cl:43][C:40]1[CH:41]=[CH:42][C:37]([C:34]2[C:35]3[N:36]=[C:26]([O:15][CH3:12])[CH:27]=[CH:28][C:29]=3[C:30]3[C:46]([CH3:47])=[N:45][O:44][C:31]=3[CH2:32][N:33]=2)=[CH:38][CH:39]=1. Given the reactants ClC1C=CC(C2C3C(OC)=NC=CC=3C3C(C)=N[O:15][C:12]=3CN=2)=CC=1.Cl[C:26]1[CH:27]=[CH:28][C:29]2[C:30]3[C:46]([CH3:47])=[N:45][O:44][C:31]=3[CH2:32][N:33]=[C:34]([C:37]3[CH:42]=[CH:41][C:40]([Cl:43])=[CH:39][CH:38]=3)[C:35]=2[N:36]=1.ClC1C=CC(C2C3C(F)=NC=CC=3C3C(C)=NOC=3CN=2)=CC=1, predict the reaction product.